From a dataset of Forward reaction prediction with 1.9M reactions from USPTO patents (1976-2016). Predict the product of the given reaction. (1) Given the reactants [C:1]([O:5][C:6](=[O:18])[CH2:7][C:8]1[CH:13]=[CH:12][C:11]([C:14](=O)[CH2:15][CH3:16])=[CH:10][CH:9]=1)([CH3:4])([CH3:3])[CH3:2].C([O-])(=O)C.[Na+].[ClH:24].[NH2:25]O.O, predict the reaction product. The product is: [ClH:24].[NH2:25][CH:14]([C:11]1[CH:12]=[CH:13][C:8]([CH2:7][C:6]([O:5][C:1]([CH3:4])([CH3:3])[CH3:2])=[O:18])=[CH:9][CH:10]=1)[CH2:15][CH3:16]. (2) Given the reactants I[C:2]1[CH:7]=[CH:6][CH:5]=[CH:4][CH:3]=1.[CH3:8][C:9]1[CH:13]=[C:12]([CH3:14])[NH:11][N:10]=1, predict the reaction product. The product is: [CH3:8][C:9]1[CH:13]=[C:12]([CH3:14])[N:11]([C:2]2[CH:7]=[CH:6][CH:5]=[CH:4][CH:3]=2)[N:10]=1. (3) Given the reactants Cl[C:2]1[S:6][N:5]=[C:4]([C:7]2[CH:16]=[CH:15][C:14]3[C:9](=[CH:10][CH:11]=[CH:12][CH:13]=3)[N:8]=2)[N:3]=1.[N:17]1([C:23]([O:25][C:26]([CH3:29])([CH3:28])[CH3:27])=[O:24])[CH2:22][CH2:21][NH:20][CH2:19][CH2:18]1, predict the reaction product. The product is: [N:8]1[C:9]2[C:14](=[CH:13][CH:12]=[CH:11][CH:10]=2)[CH:15]=[CH:16][C:7]=1[C:4]1[N:3]=[C:2]([N:20]2[CH2:19][CH2:18][N:17]([C:23]([O:25][C:26]([CH3:29])([CH3:28])[CH3:27])=[O:24])[CH2:22][CH2:21]2)[S:6][N:5]=1. (4) Given the reactants [C:1]([CH2:4][CH2:5][CH2:6][CH2:7][CH2:8][N+:9]1[C:17]2[C:12](=[CH:13][C:14]([S:18]([OH:21])(=[O:20])=[O:19])=[CH:15][CH:16]=2)[C:11]([CH3:29])([CH2:22][CH2:23][CH2:24][S:25]([OH:28])(=[O:27])=[O:26])[C:10]=1/[CH:30]=[CH:31]/NC1C=CC=CC=1)([OH:3])=[O:2].[CH3:39][O:40][CH2:41][CH2:42][O:43][CH2:44][CH2:45][N+:46]1[C:54]2[C:49](=[CH:50][C:51]([S:55]([OH:58])(=[O:57])=[O:56])=[CH:52][CH:53]=2)[C:48]([CH3:66])([CH2:59][CH2:60][CH2:61][S:62]([OH:65])(=[O:64])=[O:63])[C:47]=1[CH3:67].C([O-])(=O)C.[Na+:72].C(OCC)C, predict the reaction product. The product is: [Na+:72].[Na+:72].[Na+:72].[C:1]([CH2:4][CH2:5][CH2:6][CH2:7][CH2:8][N:9]1[C:17]2[C:12](=[CH:13][C:14]([S:18]([OH:21])(=[O:20])=[O:19])=[CH:15][CH:16]=2)[C:11]([CH3:29])([CH2:22][CH2:23][CH2:24][S:25]([OH:28])(=[O:26])=[O:27])/[C:10]/1=[CH:30]\[CH:31]=[CH:67]\[C:47]1[C:48]([CH3:66])([CH2:59][CH2:60][CH2:61][S:62]([OH:65])(=[O:64])=[O:63])[C:49]2[C:54](=[CH:53][CH:52]=[C:51]([S:55]([OH:58])(=[O:56])=[O:57])[CH:50]=2)[N+:46]=1[CH2:45][CH2:44][O:43][CH2:42][CH2:41][O:40][CH3:39])([OH:3])=[O:2]. (5) Given the reactants [NH2:1][C:2]1[C:3]([OH:17])=[N:4][C:5]([CH2:8][O:9][CH2:10][C:11]2[CH:16]=[CH:15][CH:14]=[CH:13][CH:12]=2)=[N:6][CH:7]=1.[C:18]1([CH:24]([C:28]2[CH:33]=[CH:32][CH:31]=[CH:30][CH:29]=2)[C:25](O)=[O:26])[CH:23]=[CH:22][CH:21]=[CH:20][CH:19]=1.CCN(C(C)C)C(C)C.CN(C(ON1N=NC2C=CC=CC1=2)=[N+](C)C)C.[B-](F)(F)(F)F.[NH4+].[Cl-], predict the reaction product. The product is: [CH2:10]([O:9][CH2:8][C:5]1[N:4]=[C:3]([OH:17])[C:2]([NH:1][C:25](=[O:26])[CH:24]([C:18]2[CH:23]=[CH:22][CH:21]=[CH:20][CH:19]=2)[C:28]2[CH:33]=[CH:32][CH:31]=[CH:30][CH:29]=2)=[CH:7][N:6]=1)[C:11]1[CH:12]=[CH:13][CH:14]=[CH:15][CH:16]=1. (6) Given the reactants [C:1]([O:5][C:6]([N:8]([C@H:16]1[CH2:24][O:23][CH2:22][C@H](O)[C@@H:20](O)[C@H:19]([CH3:27])[O:18][C:17]1=[O:28])[C:9](=[O:15])[O:10][C:11]([CH3:14])([CH3:13])[CH3:12])=[O:7])([CH3:4])([CH3:3])[CH3:2].[O-]S([O-])(=O)=O.[Na+].[Na+].CN(C1C2C(N(C)C)=CC=CC=2C=CC=1)C.F[B-](F)(F)F.C[O+:58]([CH3:60])[CH3:59].C[CH2:62][O:63]C(C)=O, predict the reaction product. The product is: [C:1]([O:5][C:6]([N:8]([C@H:16]1[CH2:24][O:23][CH2:22][C@H:59]([O:58][CH3:60])[C@@H:20]([O:63][CH3:62])[C@H:19]([CH3:27])[O:18][C:17]1=[O:28])[C:9](=[O:15])[O:10][C:11]([CH3:14])([CH3:12])[CH3:13])=[O:7])([CH3:4])([CH3:2])[CH3:3]. (7) Given the reactants [Mg].Br[C:3]1[CH:8]=[CH:7][C:6]([O:9][CH2:10][CH3:11])=[C:5]([Cl:12])[C:4]=1[F:13].[B:14](OC)([O:17]C)[O:15]C.Cl, predict the reaction product. The product is: [Cl:12][C:5]1[C:4]([F:13])=[C:3]([B:14]([OH:17])[OH:15])[CH:8]=[CH:7][C:6]=1[O:9][CH2:10][CH3:11]. (8) Given the reactants [C:1]1([C:3](=[CH:5][CH:6]=[CH:7][CH:8]=1)[OH:4])[OH:2].[O-]CCCC.[Sn+4:14].[O-]CCCC.[O-]CCCC.[O-]CCCC, predict the reaction product. The product is: [C:1]1([C:3](=[CH:5][CH:6]=[CH:7][CH:8]=1)[O-:4])[O-:2].[Sn+4:14].[C:1]1([C:3](=[CH:5][CH:6]=[CH:7][CH:8]=1)[O-:4])[O-:2]. (9) Given the reactants [CH2:1]([O:5][C:6]1[N:14]=[C:13]2[C:9]([N:10]=[C:11]([O:37][CH3:38])[N:12]2[CH2:15][C:16]2[CH:21]=[CH:20][C:19]([O:22][CH2:23][CH:24]3[CH2:29][CH2:28][N:27](C(OC(C)(C)C)=O)[CH2:26][CH2:25]3)=[CH:18][CH:17]=2)=[C:8]([NH2:39])[N:7]=1)[CH2:2][CH2:3][CH3:4].FC(F)(F)C(O)=O.C(=O)([O-])[O-].[K+].[K+].Br[CH2:54][C:55]([O:57][CH3:58])=[O:56], predict the reaction product. The product is: [CH2:1]([O:5][C:6]1[N:14]=[C:13]2[C:9]([N:10]=[C:11]([O:37][CH3:38])[N:12]2[CH2:15][C:16]2[CH:21]=[CH:20][C:19]([O:22][CH2:23][CH:24]3[CH2:29][CH2:28][N:27]([CH2:54][C:55]([O:57][CH3:58])=[O:56])[CH2:26][CH2:25]3)=[CH:18][CH:17]=2)=[C:8]([NH2:39])[N:7]=1)[CH2:2][CH2:3][CH3:4].